From a dataset of Reaction yield outcomes from USPTO patents with 853,638 reactions. Predict the reaction yield, written as a fraction of the theoretical maximum amount of product (1.0 means a 100% yield; for example, 0.34 means a 34% yield). (1) The product is [Cl:1][C:2]1[CH:7]=[C:6]([O:8][CH2:11][C:12]2[CH:13]=[N:14][CH:15]=[CH:16][CH:17]=2)[CH:5]=[CH:4][N:3]=1. The reactants are [Cl:1][C:2]1[CH:7]=[C:6]([OH:8])[CH:5]=[CH:4][N:3]=1.Br.Br[CH2:11][C:12]1[CH:13]=[N:14][CH:15]=[CH:16][CH:17]=1.[OH-].[Na+]. The yield is 0.730. The catalyst is [Br-].C([N+](CCCC)(CCCC)CCCC)CCC.C1(C)C=CC=CC=1.CCOC(C)=O. (2) The reactants are [Br:1][C:2]1[CH:7]=[CH:6][C:5]([C:8](=NN(C)C)[C:9](=[O:14])[C:10]([F:13])([F:12])[F:11])=[CH:4][CH:3]=1.S(=O)(=O)(O)[OH:20]. No catalyst specified. The product is [Br:1][C:2]1[CH:7]=[CH:6][C:5]([C:8](=[O:20])[C:9](=[O:14])[C:10]([F:13])([F:12])[F:11])=[CH:4][CH:3]=1. The yield is 0.920. (3) The reactants are [Br-].[NH2:2][C:3]([C:5]1[CH:6]=[C:7]([CH:34]=[CH:35][CH:36]=1)[O:8][CH2:9][CH2:10][CH2:11][CH2:12][CH2:13][CH2:14][P+](C1C=CC=CC=1)(C1C=CC=CC=1)C1C=CC=CC=1)=[O:4].C[Si]([N-][Si](C)(C)C)(C)C.[K+].[S:47]1[CH:51]=[CH:50][C:49]([CH:52]=O)=[CH:48]1. The catalyst is C1(C)C=CC=CC=1. The product is [S:47]1[CH:51]=[CH:50][C:49](/[CH:52]=[CH:14]\[CH2:13][CH2:12][CH2:11][CH2:10][CH2:9][O:8][C:7]2[CH:6]=[C:5]([C:3]([NH2:2])=[O:4])[CH:36]=[CH:35][CH:34]=2)=[CH:48]1. The yield is 0.350. (4) The reactants are [CH3:1][C:2]([CH3:22])([CH3:21])[C:3]([N:5]1[C:13]2[C:8](=[CH:9][C:10]([NH:14][CH:15]3[CH2:20][CH2:19][CH2:18][NH:17][CH2:16]3)=[CH:11][CH:12]=2)[CH:7]=[N:6]1)=[O:4].[CH3:23][S:24][C:25]1[CH:32]=[CH:31][C:28]([CH:29]=O)=[CH:27][CH:26]=1.C(O)(=O)C.C(O[BH-](OC(=O)C)OC(=O)C)(=O)C.[Na+]. The catalyst is ClCCCl. The product is [CH3:1][C:2]([CH3:22])([CH3:21])[C:3]([N:5]1[C:13]2[C:8](=[CH:9][C:10]([NH:14][CH:15]3[CH2:20][CH2:19][CH2:18][N:17]([CH2:29][C:28]4[CH:31]=[CH:32][C:25]([S:24][CH3:23])=[CH:26][CH:27]=4)[CH2:16]3)=[CH:11][CH:12]=2)[CH:7]=[N:6]1)=[O:4]. The yield is 0.690. (5) The reactants are Br[C:2]1[CH:3]=[C:4]2[C:9](=[CH:10][CH:11]=1)[C:8](=[O:12])[NH:7][CH2:6][CH2:5]2.C([Li])CCC.[I:18]I. The catalyst is C1COCC1. The product is [I:18][C:2]1[CH:3]=[C:4]2[C:9](=[CH:10][CH:11]=1)[C:8](=[O:12])[NH:7][CH2:6][CH2:5]2. The yield is 0.450. (6) The reactants are [CH3:1][O:2][C:3](=[O:16])[CH:4]=[CH:5][C:6]1[CH:11]=[CH:10][CH:9]=[C:8]([S:12](Cl)(=[O:14])=[O:13])[CH:7]=1.[CH3:17][NH:18][C:19]1[CH:24]=[CH:23][CH:22]=[CH:21][CH:20]=1.N1C=CC=CC=1. The catalyst is ClCCl. The product is [CH3:1][O:2][C:3](=[O:16])[CH:4]=[CH:5][C:6]1[CH:11]=[CH:10][CH:9]=[C:8]([S:12](=[O:14])(=[O:13])[N:18]([CH3:17])[C:19]2[CH:24]=[CH:23][CH:22]=[CH:21][CH:20]=2)[CH:7]=1. The yield is 0.280. (7) The reactants are S(=O)(=O)(O)O.[Br:6][C:7]1[C:12]([NH2:13])=[C:11]([C:14]#[N:15])[CH:10]=[C:9]([N+:16]([O-:18])=[O:17])[CH:8]=1.N(OS(=O)(=O)O)=O.[OH:26][CH2:27][CH2:28][CH2:29][CH2:30][N:31]([CH2:51][CH2:52][CH2:53][CH2:54][OH:55])[C:32]1[CH:33]=[C:34]([NH:40][C:41](=[O:50])[CH2:42][CH:43]([CH3:49])[CH2:44][C:45]([CH3:48])([CH3:47])[CH3:46])[CH:35]=[CH:36][C:37]=1[O:38][CH3:39].S(=O)(=O)(O)[NH2:57]. The catalyst is CO.O. The product is [OH:26][CH2:27][CH2:28][CH2:29][CH2:30][N:31]([CH2:51][CH2:52][CH2:53][CH2:54][OH:55])[C:32]1[C:37]([O:38][CH3:39])=[CH:36][C:35](/[N:57]=[N:13]/[C:12]2[C:11]([C:14]#[N:15])=[CH:10][C:9]([N+:16]([O-:18])=[O:17])=[CH:8][C:7]=2[Br:6])=[C:34]([NH:40][C:41](=[O:50])[CH2:42][CH:43]([CH3:49])[CH2:44][C:45]([CH3:48])([CH3:47])[CH3:46])[CH:33]=1. The yield is 0.320. (8) The product is [NH2:32][C@@H:23]([CH2:24][C:25]1[CH:26]=[CH:27][C:28]([OH:31])=[CH:29][CH:30]=1)[C:22]([NH:21][C@@H:20]([CH3:41])[C:19]([NH:18][C@@H:17]([CH3:43])[C:16]([NH:15][C@@H:14]([CH3:45])[C:13]([NH:12][CH2:11][CH2:10][CH2:9][NH:8][C:6]1[S:7][C:3]([CH:1]=[O:2])=[CH:4][N:5]=1)=[O:46])=[O:44])=[O:42])=[O:40]. The reactants are [CH:1]([C:3]1[S:7][C:6]([NH:8][CH2:9][CH2:10][CH2:11][NH:12][C:13](=[O:46])[C@H:14]([CH3:45])[NH:15][C:16](=[O:44])[C@H:17]([CH3:43])[NH:18][C:19](=[O:42])[C@H:20]([CH3:41])[NH:21][C:22](=[O:40])[C@@H:23]([NH:32]C(=O)OC(C)(C)C)[CH2:24][C:25]2[CH:30]=[CH:29][C:28]([OH:31])=[CH:27][CH:26]=2)=[N:5][CH:4]=1)=[O:2].C(O)(C(F)(F)F)=O. The yield is 1.00. The catalyst is C(Cl)Cl. (9) The reactants are Br[CH2:2][CH:3](OCC)OCC.Br.C(=O)(O)[O-].[Na+].[Br:16][C:17]1[C:18]([NH2:24])=[N:19][CH:20]=[C:21]([Br:23])[N:22]=1.C(=O)([O-])[O-].[K+].[K+]. No catalyst specified. The product is [Br:23][C:21]1[N:22]=[C:17]([Br:16])[C:18]2[N:19]([CH:2]=[CH:3][N:24]=2)[CH:20]=1. The yield is 0.940.